Dataset: Catalyst prediction with 721,799 reactions and 888 catalyst types from USPTO. Task: Predict which catalyst facilitates the given reaction. (1) Reactant: [NH2:1][C@@H:2]([CH2:4][OH:5])C.[Cl:6][C:7]1[N:12]=[C:11](Cl)[C:10]([C:14]([N:16]([CH3:18])[CH3:17])=[O:15])=[C:9]([Cl:19])[N:8]=1.C(N(CC)CC)C.[OH2:27]. Product: [Cl:6][C:7]1[N:8]=[C:9]([Cl:19])[C:10]([C:14]([N:16]([CH3:18])[CH3:17])=[O:15])=[C:11]([NH:1][C@H:2]([OH:27])[CH2:4][OH:5])[N:12]=1. The catalyst class is: 31. (2) Reactant: FC(F)(F)C(O)=O.[Cl:8][C:9]1[CH:10]=[C:11]([NH:16][C:17]2[C:26]3[C:21](=[CH:22][C:23]([O:33][CH2:34][CH2:35][N:36]4[CH2:41][CH2:40][N:39](C(OC(C)(C)C)=O)[CH2:38][CH2:37]4)=[C:24]([O:27][CH:28]4[CH2:32][CH2:31][CH2:30][CH2:29]4)[CH:25]=3)[N:20]=[CH:19][N:18]=2)[CH:12]=[CH:13][C:14]=1[F:15]. Product: [Cl:8][C:9]1[CH:10]=[C:11]([NH:16][C:17]2[C:26]3[C:21](=[CH:22][C:23]([O:33][CH2:34][CH2:35][N:36]4[CH2:37][CH2:38][NH:39][CH2:40][CH2:41]4)=[C:24]([O:27][CH:28]4[CH2:29][CH2:30][CH2:31][CH2:32]4)[CH:25]=3)[N:20]=[CH:19][N:18]=2)[CH:12]=[CH:13][C:14]=1[F:15]. The catalyst class is: 2. (3) Reactant: C([N:8]1[CH:13]([CH3:14])[CH2:12][O:11][C@H:10]([CH2:15][O:16][C:17]2[CH:22]=[CH:21][C:20]([F:23])=[CH:19][CH:18]=2)[CH2:9]1)C1C=CC=CC=1. Product: [F:23][C:20]1[CH:21]=[CH:22][C:17]([O:16][CH2:15][C@H:10]2[O:11][CH2:12][CH:13]([CH3:14])[NH:8][CH2:9]2)=[CH:18][CH:19]=1. The catalyst class is: 29. (4) Reactant: [OH:1][C:2]1[CH:3]=[CH:4][C:5]2[C:10](=[O:11])[O:9][C:8]([CH3:13])([CH3:12])[O:7][C:6]=2[CH:14]=1.C(P(CCCC)CCCC)CCC.[CH2:28]([C:32]1[CH:37]=[CH:36][C:35]([C:38]#[C:39][C:40]2[CH:45]=[CH:44][C:43]([CH:46](O)[CH2:47][CH2:48][CH2:49][CH3:50])=[CH:42][CH:41]=2)=[CH:34][CH:33]=1)[CH2:29][CH2:30][CH3:31]. Product: [CH2:28]([C:32]1[CH:37]=[CH:36][C:35]([C:38]#[C:39][C:40]2[CH:45]=[CH:44][C:43]([CH:46]([O:1][C:2]3[CH:3]=[CH:4][C:5]4[C:10](=[O:11])[O:9][C:8]([CH3:12])([CH3:13])[O:7][C:6]=4[CH:14]=3)[CH2:47][CH2:48][CH2:49][CH3:50])=[CH:42][CH:41]=2)=[CH:34][CH:33]=1)[CH2:29][CH2:30][CH3:31]. The catalyst class is: 11. (5) Reactant: Cl.[N:2]1[CH:7]=[CH:6][CH:5]=[CH:4][C:3]=1[C:8]1[CH2:9][CH2:10][NH:11][CH2:12][CH:13]=1.C=O.[F:16][C:17]1[CH:25]=[CH:24][C:20]([C:21]([NH2:23])=[O:22])=[CH:19][C:18]=1[CH3:26].[C:27](=O)([O-])[O-].[K+].[K+]. Product: [N:2]1[CH:7]=[CH:6][CH:5]=[CH:4][C:3]=1[C:8]1[CH2:9][CH2:10][N:11]([CH2:27][NH:23][C:21](=[O:22])[C:20]2[CH:24]=[CH:25][C:17]([F:16])=[C:18]([CH3:26])[CH:19]=2)[CH2:12][CH:13]=1. The catalyst class is: 8. (6) Reactant: [Br:1][C:2]1[C:6]([Br:7])=[C:5]([Br:8])[NH:4][N:3]=1.C([O-])([O-])=O.[K+].[K+].Cl[CH2:16][C:17]([N:19]1[CH2:24][CH2:23][N:22]([C:25]2[CH:30]=[CH:29][C:28]([F:31])=[CH:27][CH:26]=2)[CH2:21][CH2:20]1)=[O:18].CN(C=O)C. Product: [F:31][C:28]1[CH:27]=[CH:26][C:25]([N:22]2[CH2:21][CH2:20][N:19]([C:17](=[O:18])[CH2:16][N:3]3[C:2]([Br:1])=[C:6]([Br:7])[C:5]([Br:8])=[N:4]3)[CH2:24][CH2:23]2)=[CH:30][CH:29]=1. The catalyst class is: 195. (7) Reactant: I[C:2]1[C:3]([CH:11]([CH3:13])[CH3:12])=[N:4][N:5]2[CH:10]=[CH:9][CH:8]=[CH:7][C:6]=12.O.[NH2:15][C:16]1[CH:17]=[C:18](B(O)O)[CH:19]=[CH:20][CH:21]=1.ClCCl.C([O-])([O-])=O.[Na+].[Na+]. Product: [CH:11]([C:3]1[C:2]([C:20]2[CH:21]=[C:16]([NH2:15])[CH:17]=[CH:18][CH:19]=2)=[C:6]2[CH:7]=[CH:8][CH:9]=[CH:10][N:5]2[N:4]=1)([CH3:13])[CH3:12]. The catalyst class is: 10. (8) Reactant: O[C:2](=[C:8]1[C:13](=O)[CH:12]2[CH2:15][CH:9]1[CH2:10][CH2:11]2)[C:3]([O:5][CH2:6][CH3:7])=[O:4].[NH2:16][NH2:17].O.ClCCl. Product: [NH:16]1[C:13]2[CH:12]3[CH2:15][CH:9]([CH2:10][CH2:11]3)[C:8]=2[C:2]([C:3]([O:5][CH2:6][CH3:7])=[O:4])=[N:17]1. The catalyst class is: 15. (9) Reactant: [C:1]([O:5][C:6]([N:8]1[CH2:12][C:11](=[CH2:13])[CH2:10][CH:9]1[C:14]([OH:16])=[O:15])=[O:7])([CH3:4])(C)C.Cl.[CH3:18]N1CCOCC1.ClC(OC[C:30]1[CH:35]=[CH:34]C=[CH:32][CH:31]=1)=O. Product: [CH3:18][O:16][C:14]([CH:9]1[CH2:10][C:11](=[CH2:13])[CH2:12][N:8]1[C:6]([O:5][CH2:1][C:4]1[CH:34]=[CH:35][CH:30]=[CH:31][CH:32]=1)=[O:7])=[O:15]. The catalyst class is: 100. (10) Reactant: [Cl:1][C:2]1[CH:29]=[CH:28][C:27]([CH2:30][CH2:31][OH:32])=[CH:26][C:3]=1[CH2:4][N:5]1[CH2:25][CH2:24][C:8]2([O:13][CH2:12][CH2:11][N:10]([C:14]([C:16]3[N:17]=[C:18]([CH:21]([CH3:23])[CH3:22])[S:19][CH:20]=3)=[O:15])[CH2:9]2)[CH2:7][CH2:6]1.FC(F)(F)C(O)=O.CC(OI1(OC(C)=O)(OC(C)=O)OC(=O)C2C=CC=CC1=2)=O. Product: [Cl:1][C:2]1[CH:29]=[CH:28][C:27]([CH2:30][CH:31]=[O:32])=[CH:26][C:3]=1[CH2:4][N:5]1[CH2:6][CH2:7][C:8]2([O:13][CH2:12][CH2:11][N:10]([C:14]([C:16]3[N:17]=[C:18]([CH:21]([CH3:22])[CH3:23])[S:19][CH:20]=3)=[O:15])[CH2:9]2)[CH2:24][CH2:25]1. The catalyst class is: 2.